Dataset: Reaction yield outcomes from USPTO patents with 853,638 reactions. Task: Predict the reaction yield, written as a fraction of the theoretical maximum amount of product (1.0 means a 100% yield; for example, 0.34 means a 34% yield). (1) The reactants are C[O:2][C:3](=[O:32])[C@H:4]([CH2:17][C:18]1[CH:23]=[CH:22][C:21]([C:24]2[C:25](=[O:31])[N:26]([CH3:30])[CH:27]=[CH:28][CH:29]=2)=[CH:20][CH:19]=1)[NH:5][C:6]([C:8]1[CH:13]=[C:12]([O:14][CH3:15])[CH:11]=[CH:10][C:9]=1[Br:16])=[O:7].O.[OH-].[Li+].CO.C(O)(=O)C. The catalyst is C1COCC1.O. The product is [Br:16][C:9]1[CH:10]=[CH:11][C:12]([O:14][CH3:15])=[CH:13][C:8]=1[C:6]([NH:5][C@H:4]([C:3]([OH:32])=[O:2])[CH2:17][C:18]1[CH:23]=[CH:22][C:21]([C:24]2[C:25](=[O:31])[N:26]([CH3:30])[CH:27]=[CH:28][CH:29]=2)=[CH:20][CH:19]=1)=[O:7]. The yield is 0.780. (2) The reactants are Br[CH2:2][C:3]([NH:5][C:6]1[S:7][C:8]([C:16]([CH:18]2[CH2:23][CH2:22][O:21][CH2:20][CH2:19]2)=[O:17])=[C:9]([C:11]2[O:12][CH:13]=[CH:14][CH:15]=2)[N:10]=1)=[O:4].O1CCCCC1[O:30][C@@H:31]1[CH2:39][N:34]2[CH2:35][CH2:36][NH:37][CH2:38][C@@H:33]2[CH2:32]1. The catalyst is C1COCC1. The product is [O:12]1[CH:13]=[CH:14][CH:15]=[C:11]1[C:9]1[N:10]=[C:6]([NH:5][C:3](=[O:4])[CH2:2][N:37]2[CH2:36][CH2:35][N:34]3[CH2:39][C@@H:31]([OH:30])[CH2:32][C@H:33]3[CH2:38]2)[S:7][C:8]=1[C:16]([CH:18]1[CH2:23][CH2:22][O:21][CH2:20][CH2:19]1)=[O:17]. The yield is 0.340. (3) The reactants are Br[C:2]1[C:15]2[C:16]3=[C:17]4[C:12](=[CH:13][CH:14]=2)[CH:11]=[CH:10][C:9](Br)=[C:8]4[CH:7]=[CH:6][C:5]3=[CH:4][CH:3]=1.[CH3:19][C:20]1[CH:21]=[C:22]([NH:26][C:27]2[CH:32]=[CH:31][CH:30]=[C:29]([C:33]3([C:46]4[CH:51]=[CH:50][CH:49]=[CH:48][CH:47]=4)[C:45]4[CH:44]=[CH:43][CH:42]=[CH:41][C:40]=4[C:39]4[C:34]3=[CH:35][CH:36]=[CH:37][CH:38]=4)[CH:28]=2)[CH:23]=[CH:24][CH:25]=1.[CH3:52][C:53]([CH3:56])([O-])[CH3:54].[Na+].[C:67](P([C:67]([CH3:70])([CH3:69])[CH3:68])[C:67]([CH3:70])([CH3:69])[CH3:68])([CH3:70])([CH3:69])[CH3:68]. The catalyst is C1C=CC(/C=C/C(/C=C/C2C=CC=CC=2)=O)=CC=1.C1C=CC(/C=C/C(/C=C/C2C=CC=CC=2)=O)=CC=1.[Pd].C1(C)C=CC=CC=1.CCCCCC. The product is [CH3:19][C:20]1[CH:21]=[C:22]([N:26]([C:27]2[CH:32]=[CH:31][CH:30]=[C:29]([C:33]3([C:46]4[CH:51]=[CH:50][CH:49]=[CH:48][CH:47]=4)[C:45]4[CH:44]=[CH:43][CH:42]=[CH:41][C:40]=4[C:39]4[C:34]3=[CH:35][CH:36]=[CH:37][CH:38]=4)[CH:28]=2)[C:2]2[C:15]3=[C:16]4[C:17]5[C:12]([CH:13]=[CH:14]3)=[CH:11][CH:10]=[C:9]([N:26]([C:22]3[CH:21]=[CH:20][CH:69]=[C:67]([CH3:68])[CH:70]=3)[C:27]3[CH:28]=[CH:29][CH:54]=[C:53]([C:56]6([C:49]7[CH:48]=[CH:47][CH:46]=[CH:51][CH:50]=7)[C:41]7[CH:42]=[CH:43][CH:44]=[CH:45][C:40]=7[C:39]7[C:38]6=[CH:37][CH:36]=[CH:35][CH:34]=7)[CH:52]=3)[C:8]=5[CH:7]=[CH:6][C:5]4=[CH:4][CH:3]=2)[CH:23]=[CH:24][CH:25]=1. The yield is 0.670. (4) The reactants are [C:1]12[C:7](=[CH:8][CH:9]=[CH:10][CH:11]=1)[NH:6]C(=O)[O:4][C:2]2=O.O1CCCC1.[CH2:18]([NH2:21])[C:19]#[CH:20]. No catalyst specified. The product is [NH2:6][C:7]1[CH:8]=[CH:9][CH:10]=[CH:11][C:1]=1[C:2]([NH:21][CH2:18][C:19]#[CH:20])=[O:4]. The yield is 1.00. (5) The reactants are [CH2:1]1[N:14]2[C:15]3=[C:16]4[N:11]([CH2:12][CH2:13]2)[CH2:10][CH2:9][CH2:8][N:7]4[CH2:6][CH2:5][N:4]3[CH2:3][CH2:2]1.[CH2:17]([O:19][C:20]([O:33][S:34]([C:37]([F:40])([F:39])[F:38])(=[O:36])=[O:35])([CH2:23][C:24]1[CH:29]=[CH:28][C:27]([N+:30]([O-:32])=[O:31])=[CH:26][CH:25]=1)[PH2:21]=[O:22])[CH3:18]. The catalyst is C1(C)C=CC=CC=1. The product is [F:38][C:37]([F:40])([F:39])[S:34]([O-:36])(=[O:35])=[O:33].[CH2:17]([O:19][C:20]([CH2:23][C:24]1[CH:29]=[CH:28][C:27]([N+:30]([O-:32])=[O:31])=[CH:26][CH:25]=1)([PH2:21]=[O:22])[N+:7]12[C:16]3[N:11]([CH2:12][CH2:13][N:14]4[C:15]=3[N:4]([CH2:5][CH2:6]1)[CH2:3][CH2:2][CH2:1]4)[CH2:10][CH2:9][CH2:8]2)[CH3:18]. The yield is 0.610. (6) The reactants are [NH2:1][C:2]([CH3:6])([CH3:5])[CH2:3][OH:4].[C:7](Cl)(=[O:11])[CH2:8][CH2:9][CH3:10]. No catalyst specified. The product is [OH:4][CH2:3][C:2]([NH:1][C:7](=[O:11])[CH2:8][CH2:9][CH3:10])([CH3:6])[CH3:5]. The yield is 0.320. (7) The reactants are [NH2:1][C:2]1[CH:9]=[C:8]([N+:10]([O-:12])=[O:11])[CH:7]=[CH:6][C:3]=1[C:4]#[N:5].N1C=CC=CC=1.[F:19][C:20]1[CH:28]=[CH:27][C:23]([C:24](Cl)=[O:25])=[CH:22][CH:21]=1. The catalyst is O1CCCC1.C(OCC)(=O)C.C(=O)([O-])O.[Na+]. The product is [C:4]([C:3]1[CH:6]=[CH:7][C:8]([N+:10]([O-:12])=[O:11])=[CH:9][C:2]=1[NH:1][C:24](=[O:25])[C:23]1[CH:27]=[CH:28][C:20]([F:19])=[CH:21][CH:22]=1)#[N:5]. The yield is 0.320. (8) The reactants are Br[C:2]1[S:3][C:4]([NH:34]C(OC(C)(C)C)=O)=[C:5]([C:7]([NH:9][C:10]2[CH:11]=[N:12][N:13]([CH:31]3[CH2:33][CH2:32]3)[C:14]=2[N:15]2[CH2:21][C:20]([F:23])([F:22])[CH2:19][N:18](C(OC(C)(C)C)=O)[CH2:17][CH2:16]2)=[O:8])[N:6]=1.[F:42][C:43]1[CH:48]=[CH:47][C:46]([CH3:49])=[CH:45][C:44]=1B(O)O. No catalyst specified. The product is [NH2:34][C:4]1[S:3][C:2]([C:44]2[CH:45]=[C:46]([CH3:49])[CH:47]=[CH:48][C:43]=2[F:42])=[N:6][C:5]=1[C:7]([NH:9][C:10]1[CH:11]=[N:12][N:13]([CH:31]2[CH2:32][CH2:33]2)[C:14]=1[N:15]1[CH2:21][C:20]([F:23])([F:22])[CH2:19][NH:18][CH2:17][CH2:16]1)=[O:8]. The yield is 0.530.